Dataset: M1 muscarinic receptor antagonist screen with 61,756 compounds. Task: Binary Classification. Given a drug SMILES string, predict its activity (active/inactive) in a high-throughput screening assay against a specified biological target. The drug is Fc1ccc(C2C3=C(NC(=O)C2)CCCC3=O)cc1. The result is 0 (inactive).